From a dataset of Full USPTO retrosynthesis dataset with 1.9M reactions from patents (1976-2016). Predict the reactants needed to synthesize the given product. (1) Given the product [CH:1]1([C:4]2[CH:5]=[CH:6][C:7]([NH:14][C:15]3[CH:16]=[C:17]4[C:21](=[CH:22][CH:23]=3)[N:20]([C:24]3[CH:29]=[CH:28][CH:27]=[CH:26][CH:25]=3)[CH:19]=[CH:18]4)=[C:8]([CH:13]=2)[C:9]([OH:11])=[O:10])[CH2:2][CH2:3]1, predict the reactants needed to synthesize it. The reactants are: [CH:1]1([C:4]2[CH:5]=[CH:6][C:7]([NH:14][C:15]3[CH:16]=[C:17]4[C:21](=[CH:22][CH:23]=3)[N:20]([C:24]3[CH:29]=[CH:28][CH:27]=[CH:26][CH:25]=3)[CH:19]=[CH:18]4)=[C:8]([CH:13]=2)[C:9]([O:11]C)=[O:10])[CH2:3][CH2:2]1.[OH-].[Na+].O.Cl. (2) Given the product [F:1][C:2]([F:30])([F:29])[C:3]1[CH:8]=[C:7]([C:9]([F:12])([F:11])[F:10])[CH:6]=[CH:5][C:4]=1[C:13]1[CH:17]=[C:16]([CH2:18][N:19]2[CH:24]=[C:23]3[N:25]=[C:26]([C:36]4[CH:37]=[CH:38][C:33]([C:32]([F:43])([F:42])[F:31])=[CH:34][CH:35]=4)[N:27]=[C:22]3[CH:21]=[N:20]2)[O:15][N:14]=1, predict the reactants needed to synthesize it. The reactants are: [F:1][C:2]([F:30])([F:29])[C:3]1[CH:8]=[C:7]([C:9]([F:12])([F:11])[F:10])[CH:6]=[CH:5][C:4]=1[C:13]1[CH:17]=[C:16]([CH2:18][N:19]2[CH:24]=[C:23]3[N:25]=[C:26](Br)[N:27]=[C:22]3[CH:21]=[N:20]2)[O:15][N:14]=1.[F:31][C:32]([F:43])([F:42])[C:33]1[CH:38]=[CH:37][C:36](B(O)O)=[CH:35][CH:34]=1. (3) Given the product [Br:8][C:5]1[CH:6]=[CH:7][C:2]([C:14]2[CH:13]=[CH:12][CH:11]=[C:10]([NH2:9])[CH:15]=2)=[CH:3][CH:4]=1, predict the reactants needed to synthesize it. The reactants are: Br[C:2]1[CH:7]=[CH:6][C:5]([Br:8])=[CH:4][CH:3]=1.[NH2:9][C:10]1[CH:11]=[C:12](B(O)O)[CH:13]=[CH:14][CH:15]=1.C(=O)([O-])[O-].[Na+].[Na+].C(OCC)(=O)C. (4) Given the product [C:1]([O:5][C:6]([NH:8][C@H:9]([C:14]1[CH:15]=[CH:16][CH:17]=[CH:18][CH:19]=1)[C@@H:10]([O:13][C:21]([CH3:23])([CH3:22])[CH3:20])[CH2:11][CH3:12])=[O:7])([CH3:2])([CH3:3])[CH3:4], predict the reactants needed to synthesize it. The reactants are: [C:1]([O:5][C:6]([NH:8][C@H:9]([C:14]1[CH:19]=[CH:18][CH:17]=[CH:16][CH:15]=1)[C@@H:10]([OH:13])[CH2:11][CH3:12])=[O:7])([CH3:4])([CH3:3])[CH3:2].[CH3:20][C:21](=[CH2:23])[CH3:22].COS(C(F)(F)F)(=O)=O. (5) Given the product [Cl:8][C:6]1[CH:5]=[C:4]([S:9][CH2:10][CH2:11][NH2:12])[CH:3]=[C:2]([Cl:1])[CH:7]=1, predict the reactants needed to synthesize it. The reactants are: [Cl:1][C:2]1[CH:3]=[C:4]([S:9][CH2:10][C:11]#[N:12])[CH:5]=[C:6]([Cl:8])[CH:7]=1.O.Cl.[OH-].[Na+]. (6) The reactants are: [C:1]([N:5]1[CH2:10][C:9]2([CH2:15][CH2:14][N:13]([C:16]([O:18][C:19]([CH3:22])([CH3:21])[CH3:20])=[O:17])[CH2:12][CH2:11]2)[O:8][CH:7]([CH:23]=[CH2:24])[CH2:6]1)([CH3:4])([CH3:3])[CH3:2].C([O-])=O.[NH4+]. Given the product [C:1]([N:5]1[CH2:6][CH:7]([CH2:23][CH3:24])[O:8][C:9]2([CH2:15][CH2:14][N:13]([C:16]([O:18][C:19]([CH3:21])([CH3:20])[CH3:22])=[O:17])[CH2:12][CH2:11]2)[CH2:10]1)([CH3:4])([CH3:2])[CH3:3], predict the reactants needed to synthesize it. (7) Given the product [CH3:7][O:8][C:9]1[CH:14]=[C:13]([O:15][CH2:16][CH2:17][OH:18])[CH:12]=[C:11]([O:22][CH2:23][CH2:24][OH:25])[CH:10]=1, predict the reactants needed to synthesize it. The reactants are: [H-].[Al+3].[Li+].[H-].[H-].[H-].[CH3:7][O:8][C:9]1[CH:10]=[C:11]([O:22][CH2:23][C:24](OCC)=[O:25])[CH:12]=[C:13]([O:15][CH2:16][C:17](OCC)=[O:18])[CH:14]=1.C(OCC)(=O)C.S([O-])(O)(=O)=O.[K+]. (8) The reactants are: Cl.Cl.Cl.[O:4]1[C:8]2[CH:9]=[CH:10][CH:11]=[C:12]([N:13]3[CH2:18][CH2:17][N:16]([CH2:19][CH2:20][C@H:21]4[CH2:26][CH2:25][C@H:24]([NH2:27])[CH2:23][CH2:22]4)[CH2:15][CH2:14]3)[C:7]=2[O:6][CH2:5]1.[O:28]1[CH2:32][CH2:31][CH2:30][CH:29]1[CH2:33][C:34](O)=[O:35]. Given the product [O:4]1[C:8]2[CH:9]=[CH:10][CH:11]=[C:12]([N:13]3[CH2:18][CH2:17][N:16]([CH2:19][CH2:20][C@H:21]4[CH2:26][CH2:25][C@H:24]([NH:27][C:34](=[O:35])[CH2:33][CH:29]5[CH2:30][CH2:31][CH2:32][O:28]5)[CH2:23][CH2:22]4)[CH2:15][CH2:14]3)[C:7]=2[O:6][CH2:5]1, predict the reactants needed to synthesize it. (9) Given the product [N:3]1([CH:9]2[CH2:10][N:11]([C:13]([O:15][C:16]([CH3:19])([CH3:18])[CH3:17])=[O:14])[CH2:12]2)[CH:7]=[CH:6][CH:5]=[N:4]1, predict the reactants needed to synthesize it. The reactants are: [H-].[Na+].[NH:3]1[CH:7]=[CH:6][CH:5]=[N:4]1.I[CH:9]1[CH2:12][N:11]([C:13]([O:15][C:16]([CH3:19])([CH3:18])[CH3:17])=[O:14])[CH2:10]1. (10) The reactants are: C([O-])([O-])=O.[Cs+].[Cs+].[Cl:7][C:8]1[CH:13]=[CH:12][C:11]([C:14]2[S:32][C:17]3[C:18](=[O:31])[N:19]([C:22]4[CH:27]=[CH:26][C:25]([OH:28])=[C:24]([O:29][CH3:30])[CH:23]=4)[CH:20]=[CH:21][C:16]=3[CH:15]=2)=[CH:10][CH:9]=1.[CH3:33][N:34]1[C:39](=[O:40])[CH2:38][O:37][CH2:36][C@H:35]1[CH2:41]OS(C1C=CC(C)=CC=1)(=O)=O.[OH-].[Na+]. Given the product [Cl:7][C:8]1[CH:9]=[CH:10][C:11]([C:14]2[S:32][C:17]3[C:18](=[O:31])[N:19]([C:22]4[CH:27]=[CH:26][C:25]([O:28][CH2:41][C@@H:35]5[CH2:36][O:37][CH2:38][C:39](=[O:40])[N:34]5[CH3:33])=[C:24]([O:29][CH3:30])[CH:23]=4)[CH:20]=[CH:21][C:16]=3[CH:15]=2)=[CH:12][CH:13]=1, predict the reactants needed to synthesize it.